Task: Predict the reaction yield, written as a fraction of the theoretical maximum amount of product (1.0 means a 100% yield; for example, 0.34 means a 34% yield).. Dataset: Reaction yield outcomes from USPTO patents with 853,638 reactions The reactants are ClC1C=C(C=CC=1)C(OO)=[O:6].[Cl:12][C:13]1[CH:37]=[CH:36][C:16]([CH2:17][N:18]2[CH:23]=[C:22]([NH:24][C:25]([CH:27]3[CH2:32][CH2:31][O:30][CH2:29][CH2:28]3)=[O:26])[C:21](=O)[NH:20][CH:19]2SC)=[CH:15][CH:14]=1.[NH2:38][C:39]1[CH:40]=[CH:41][C:42]2[O:46][C:45]([CH2:47][CH3:48])=[C:44]([CH3:49])[C:43]=2[CH:50]=1.C(=O)([O-])O.[Na+]. The catalyst is ClCCl. The product is [Cl:12][C:13]1[CH:37]=[CH:36][C:16]([CH2:17][N:18]2[C:23](=[O:6])[C:22]([NH:24][C:25]([CH:27]3[CH2:32][CH2:31][O:30][CH2:29][CH2:28]3)=[O:26])=[CH:21][N:20]=[C:19]2[NH:38][C:39]2[CH:40]=[CH:41][C:42]3[O:46][C:45]([CH2:47][CH3:48])=[C:44]([CH3:49])[C:43]=3[CH:50]=2)=[CH:15][CH:14]=1. The yield is 0.400.